Dataset: Forward reaction prediction with 1.9M reactions from USPTO patents (1976-2016). Task: Predict the product of the given reaction. (1) Given the reactants O1[C:5]2([CH2:10][CH2:9][CH:8]([CH2:11][CH2:12][N:13]3[C:22]4[C:17](=[CH:18][CH:19]=[C:20]([O:23][CH3:24])[CH:21]=4)[N:16]=[CH:15][C:14]3=[O:25])[CH2:7][CH2:6]2)[O:4]CC1.FC(F)(F)C(O)=O.C(=O)([O-])O.[Na+], predict the reaction product. The product is: [CH3:24][O:23][C:20]1[CH:21]=[C:22]2[C:17]([N:16]=[CH:15][C:14](=[O:25])[N:13]2[CH2:12][CH2:11][CH:8]2[CH2:9][CH2:10][C:5](=[O:4])[CH2:6][CH2:7]2)=[CH:18][CH:19]=1. (2) Given the reactants [CH2:1]([N:5]1[C:10]2=[C:11]([CH3:14])[NH:12][CH:13]=[C:9]2[C:8](=[O:15])[N:7]([CH3:16])[C:6]1=[O:17])[CH:2]([CH3:4])[CH3:3].Cl[CH2:19][C:20]1[CH:25]=[CH:24][C:23]([O:26][CH3:27])=[CH:22][CH:21]=1.C(=O)([O-])[O-].[Cs+].[Cs+], predict the reaction product. The product is: [CH2:1]([N:5]1[C:10]2=[C:11]([CH3:14])[N:12]([CH2:19][C:20]3[CH:25]=[CH:24][C:23]([O:26][CH3:27])=[CH:22][CH:21]=3)[CH:13]=[C:9]2[C:8](=[O:15])[N:7]([CH3:16])[C:6]1=[O:17])[CH:2]([CH3:4])[CH3:3]. (3) Given the reactants [Si:1]([O:8][CH2:9][C@@H:10]1[CH2:15][CH2:14][CH2:13][C@H:12]([CH2:16]OCC(OC(C)(C)C)=O)[CH2:11]1)([C:4]([CH3:7])([CH3:6])[CH3:5])([CH3:3])[CH3:2].[C:26](=[O:28])=[O:27].[CH3:29][C:30]([CH3:32])=[O:31].C([N-][CH:37]([CH3:39])[CH3:38])(C)C.[Li+].[CH3:41]I.[NH4+].[Cl-], predict the reaction product. The product is: [Si:1]([O:8][CH2:9][C@@H:10]1[CH2:15][CH2:14][CH2:13][C@H:12]([CH2:16][O:31][C:30]([CH3:32])([CH3:29])[C:26]([O:28][C:37]([CH3:39])([CH3:41])[CH3:38])=[O:27])[CH2:11]1)([C:4]([CH3:7])([CH3:6])[CH3:5])([CH3:2])[CH3:3]. (4) The product is: [CH:24]([C:20]1[CH:19]=[C:18]([C:15]([NH:14][C:12]([NH:11][C:2]2[CH:3]=[CH:4][C:5]3[C:10](=[CH:9][CH:8]=[CH:7][CH:6]=3)[CH:1]=2)=[O:13])([CH3:17])[CH3:16])[CH:23]=[CH:22][CH:21]=1)([CH3:26])[CH3:25]. Given the reactants [CH:1]1[C:10]2[C:5](=[CH:6][CH:7]=[CH:8][CH:9]=2)[CH:4]=[CH:3][C:2]=1[NH:11][C:12]([NH:14][C:15]([C:18]1[CH:23]=[CH:22][CH:21]=[C:20]([C:24]([CH3:26])=[CH2:25])[CH:19]=1)([CH3:17])[CH3:16])=[O:13], predict the reaction product. (5) Given the reactants Br[CH2:2][C:3](=O)[C:4]([CH3:25])([CH3:24])[CH2:5][O:6][Si:7]([C:20]([CH3:23])([CH3:22])[CH3:21])([C:14]1[CH:19]=[CH:18][CH:17]=[CH:16][CH:15]=1)[C:8]1[CH:13]=[CH:12][CH:11]=[CH:10][CH:9]=1.[NH2:27][C:28]([NH2:30])=[S:29].O, predict the reaction product. The product is: [C:20]([Si:7]([C:14]1[CH:19]=[CH:18][CH:17]=[CH:16][CH:15]=1)([C:8]1[CH:13]=[CH:12][CH:11]=[CH:10][CH:9]=1)[O:6][CH2:5][C:4]([C:3]1[N:27]=[C:28]([NH2:30])[S:29][CH:2]=1)([CH3:25])[CH3:24])([CH3:23])([CH3:22])[CH3:21]. (6) Given the reactants [Cl:1][C:2]1[CH:3]=[C:4]([CH:23]=[CH:24][C:25]=1[CH2:26]Cl)[O:5][CH2:6][C:7]1[C:8]([C:15]2[C:20]([Cl:21])=[CH:19][CH:18]=[CH:17][C:16]=2[Cl:22])=[N:9][O:10][C:11]=1[CH:12]([CH3:14])[CH3:13].C(=O)([O-])[O-].[K+].[K+].[I-].[Na+].[OH:36][C:37]1[CH:46]=[CH:45][C:40]([C:41]([O:43][CH3:44])=[O:42])=[CH:39][CH:38]=1, predict the reaction product. The product is: [Cl:1][C:2]1[CH:3]=[C:4]([O:5][CH2:6][C:7]2[C:8]([C:15]3[C:16]([Cl:22])=[CH:17][CH:18]=[CH:19][C:20]=3[Cl:21])=[N:9][O:10][C:11]=2[CH:12]([CH3:14])[CH3:13])[CH:23]=[CH:24][C:25]=1[CH2:26][O:36][C:37]1[CH:38]=[CH:39][C:40]([C:41]([O:43][CH3:44])=[O:42])=[CH:45][CH:46]=1. (7) Given the reactants [C:1](OC([O-])=O)([O:3][C:4]([CH3:7])([CH3:6])[CH3:5])=[O:2].[NH:12]1[CH2:17][CH:16]=[CH:15][CH2:14][CH2:13]1.C(=O)([O-])[O-].[Na+].[Na+], predict the reaction product. The product is: [N:12]1([C:1]([O:3][C:4]([CH3:7])([CH3:6])[CH3:5])=[O:2])[CH2:13][CH:14]=[CH:15][CH2:16][CH2:17]1. (8) Given the reactants [Cl:1][C:2]1[N:7]=[C:6]([NH2:8])[C:5]([N+:9]([O-])=O)=[CH:4][CH:3]=1.[NH4+].[Cl-], predict the reaction product. The product is: [Cl:1][C:2]1[N:7]=[C:6]([NH2:8])[C:5]([NH2:9])=[CH:4][CH:3]=1. (9) The product is: [C:1]1([S:7][C:10]2[S:11][CH:12]=[CH:13][N:14]=2)[CH:6]=[CH:5][CH:4]=[CH:3][CH:2]=1. Given the reactants [C:1]1([S-:7])[CH:6]=[CH:5][CH:4]=[CH:3][CH:2]=1.[Na+].Br[C:10]1[S:11][CH:12]=[CH:13][N:14]=1.CC1(C)C2C(=C(P(C3C=CC=CC=3)C3C=CC=CC=3)C=CC=2)OC2C(P(C3C=CC=CC=3)C3C=CC=CC=3)=CC=CC1=2, predict the reaction product.